Dataset: Full USPTO retrosynthesis dataset with 1.9M reactions from patents (1976-2016). Task: Predict the reactants needed to synthesize the given product. (1) Given the product [Br:17][C:18]1[CH:25]=[CH:24][C:21]([CH2:22][N:10]2[N:9]=[CH:8][C:7]3[C:12](=[C:13]([F:15])[CH:14]=[C:5]([C:1]([CH3:4])([CH3:2])[CH3:3])[CH:6]=3)[C:11]2=[O:16])=[C:20]([F:26])[CH:19]=1, predict the reactants needed to synthesize it. The reactants are: [C:1]([C:5]1[CH:6]=[C:7]2[C:12](=[C:13]([F:15])[CH:14]=1)[C:11](=[O:16])[NH:10][N:9]=[CH:8]2)([CH3:4])([CH3:3])[CH3:2].[Br:17][C:18]1[CH:25]=[CH:24][C:21]([CH2:22]Br)=[C:20]([F:26])[CH:19]=1.C(=O)([O-])[O-].[Cs+].[Cs+].C(#N)C. (2) Given the product [N:16]1[CH:17]=[CH:18][C:13]([C:2]23[NH:22][CH2:19][CH2:20][N:21]2[C:9](=[O:11])[C:5]2[N:4]([CH:8]=[CH:7][CH:6]=2)[CH2:3]3)=[CH:14][CH:15]=1, predict the reactants needed to synthesize it. The reactants are: O=[C:2]([C:13]1[CH:18]=[CH:17][N:16]=[CH:15][CH:14]=1)[CH2:3][N:4]1[CH:8]=[CH:7][CH:6]=[C:5]1[C:9]([O:11]C)=O.[CH2:19]([NH2:22])[CH2:20][NH2:21]. (3) Given the product [OH:13][C:11]1[C:10]([C:3]2[C:4]([F:9])=[CH:5][C:6]([F:8])=[CH:7][C:2]=2[F:1])=[C:16]([OH:18])[N:42]=[C:40]([C:35]2[CH:36]=[CH:37][CH:38]=[CH:39][N:34]=2)[N:41]=1, predict the reactants needed to synthesize it. The reactants are: [F:1][C:2]1[CH:7]=[C:6]([F:8])[CH:5]=[C:4]([F:9])[C:3]=1[CH:10]([C:16]([O:18]CC)=O)[C:11]([O:13]CC)=O.C(N(CCCC)CCCC)CCC.[N:34]1[CH:39]=[CH:38][CH:37]=[CH:36][C:35]=1[C:40]([NH2:42])=[NH:41].[OH-].[Na+]. (4) Given the product [C:25]([C:27]1[CH:28]=[C:29]([C:30]2[O:1][N:2]=[C:3]([C:5]3[CH:13]=[CH:12][C:11]4[N:10]5[CH2:14][CH2:15][CH:16]([CH2:17][C:18]([OH:20])=[O:19])[C:9]5=[CH:8][C:7]=4[CH:6]=3)[N:4]=2)[CH:33]=[CH:34][C:35]=1[O:36][CH2:37][C:38]([F:39])([F:41])[F:40])#[N:26], predict the reactants needed to synthesize it. The reactants are: [OH:1][N:2]=[C:3]([C:5]1[CH:13]=[CH:12][C:11]2[N:10]3[CH2:14][CH2:15][CH:16]([CH2:17][C:18]([O:20]C(C)(C)C)=[O:19])[C:9]3=[CH:8][C:7]=2[CH:6]=1)[NH2:4].[C:25]([C:27]1[CH:28]=[C:29]([CH:33]=[CH:34][C:35]=1[O:36][CH2:37][C:38]([F:41])([F:40])[F:39])[C:30](O)=O)#[N:26]. (5) Given the product [C:77]([O:76][CH2:75][CH2:74][CH2:73][CH2:72][CH2:71][CH2:70][CH2:69][CH2:68][CH2:67][CH2:66][CH2:65][C:64]([OH:96])=[O:63])([C:84]1[CH:85]=[CH:86][CH:87]=[CH:88][CH:89]=1)([C:90]1[CH:95]=[CH:94][CH:93]=[CH:92][CH:91]=1)[C:78]1[CH:79]=[CH:80][CH:81]=[CH:82][CH:83]=1, predict the reactants needed to synthesize it. The reactants are: C(OCCCCCC(OC)=O)(C1C=CC=CC=1)(C1C=CC=CC=1)C1C=CC=CC=1.COC(=O)CCCCCCCCOC(C1C=CC=CC=1)(C1C=CC=CC=1)C1C=CC=CC=1.C[O:63][C:64](=[O:96])[CH2:65][CH2:66][CH2:67][CH2:68][CH2:69][CH2:70][CH2:71][CH2:72][CH2:73][CH2:74][CH2:75][O:76][C:77]([C:90]1[CH:95]=[CH:94][CH:93]=[CH:92][CH:91]=1)([C:84]1[CH:89]=[CH:88][CH:87]=[CH:86][CH:85]=1)[C:78]1[CH:83]=[CH:82][CH:81]=[CH:80][CH:79]=1. (6) Given the product [Cl:1][C:2]1[CH:3]=[CH:4][C:5]([OH:11])=[C:6]([CH:10]=1)[C:7]([NH:32][C:30]1[CH:29]=[CH:28][C:25]2[CH:26]=[CH:27][S:23](=[O:33])(=[O:22])[C:24]=2[CH:31]=1)=[O:9], predict the reactants needed to synthesize it. The reactants are: [Cl:1][C:2]1[CH:3]=[CH:4][C:5]([OH:11])=[C:6]([CH:10]=1)[C:7]([OH:9])=O.O=S(Cl)Cl.N1C=CC=CC=1.[O:22]=[S:23]1(=[O:33])[CH:27]=[CH:26][C:25]2[CH:28]=[CH:29][C:30]([NH2:32])=[CH:31][C:24]1=2.[Li+].[OH-].